This data is from Forward reaction prediction with 1.9M reactions from USPTO patents (1976-2016). The task is: Predict the product of the given reaction. (1) Given the reactants Br[C:2]1[CH:3]=[C:4]([CH:7]=[CH:8][C:9]=1[O:10][CH3:11])[CH:5]=[O:6].[S:12]1[CH:16]=[CH:15][CH:14]=[C:13]1B(O)O.C([O-])([O-])=O.[Na+].[Na+], predict the reaction product. The product is: [CH3:11][O:10][C:9]1[CH:8]=[CH:7][C:4]([CH:5]=[O:6])=[CH:3][C:2]=1[C:13]1[S:12][CH:16]=[CH:15][CH:14]=1. (2) Given the reactants ClC1C(Cl)=CC=CC=1N1CCN([CH2:15][CH2:16][CH2:17][CH2:18][O:19][C:20]2[CH:29]=[CH:28][C:27]3[C:22](=[C:23]([OH:30])[CH:24]=[CH:25][CH:26]=3)[N:21]=2)CC1.[N:31]1([C:37]2[N:44]=[CH:43][CH:42]=[CH:41][C:38]=2[C:39]#[N:40])[CH2:36][CH2:35][NH:34][CH2:33][CH2:32]1, predict the reaction product. The product is: [OH:30][C:23]1[CH:24]=[CH:25][CH:26]=[C:27]2[C:22]=1[N:21]=[C:20]([O:19][CH2:18][CH2:17][CH2:16][CH2:15][N:34]1[CH2:33][CH2:32][N:31]([C:37]3[N:44]=[CH:43][CH:42]=[CH:41][C:38]=3[C:39]#[N:40])[CH2:36][CH2:35]1)[CH:29]=[CH:28]2. (3) Given the reactants C([O:4][CH2:5][C:6]1[N:10]([CH3:11])[C:9]2[CH:12]=[C:13]([Br:19])[CH:14]=[C:15]([N+:16]([O-])=O)[C:8]=2[N:7]=1)(=O)C, predict the reaction product. The product is: [NH2:16][C:15]1[C:8]2[N:7]=[C:6]([CH2:5][OH:4])[N:10]([CH3:11])[C:9]=2[CH:12]=[C:13]([Br:19])[CH:14]=1.